Dataset: Catalyst prediction with 721,799 reactions and 888 catalyst types from USPTO. Task: Predict which catalyst facilitates the given reaction. (1) Reactant: [OH:1][C:2]1[CH:7]=[C:6]([OH:8])[CH:5]=[CH:4][N:3]=1.C([O-])([O-])=O.[K+].[K+].[I:15]I.OS([O-])(=O)=O.[K+]. Product: [OH:1][C:2]1[C:7]([I:15])=[C:6]([OH:8])[CH:5]=[CH:4][N:3]=1. The catalyst class is: 6. (2) Reactant: Br[C:2]1[CH:3]=[C:4]([NH:10][C:11]2[CH:16]=[CH:15][C:14]([CH:17]3[CH2:20][N:19]([CH3:21])[CH2:18]3)=[CH:13]N=2)[C:5](=[O:9])[N:6]([CH3:8])[CH:7]=1.[C:22]([O:25][CH2:26][C:27]1[C:28]([N:42]2[CH2:54][CH2:53][N:45]3[C:46]4[CH2:47][CH2:48][CH2:49][CH2:50][C:51]=4[CH:52]=[C:44]3[C:43]2=[O:55])=[N:29][CH:30]=[CH:31][C:32]=1B1OC(C)(C)C(C)(C)O1)(=[O:24])[CH3:23].[O-]P([O-])([O-])=O.[K+].[K+].[K+].[C:64]([O-])(=O)C.[Na+]. Product: [C:22]([O:25][CH2:26][C:27]1[C:28]([N:42]2[CH2:54][CH2:53][N:45]3[C:46]4[CH2:47][CH2:48][CH2:49][CH2:50][C:51]=4[CH:52]=[C:44]3[C:43]2=[O:55])=[N:29][CH:30]=[CH:31][C:32]=1[C:2]1[CH:3]=[C:4]([NH:10][C:11]2[CH:64]=[CH:13][C:14]([CH:17]3[CH2:20][N:19]([CH3:21])[CH2:18]3)=[CH:15][CH:16]=2)[C:5](=[O:9])[N:6]([CH3:8])[CH:7]=1)(=[O:24])[CH3:23]. The catalyst class is: 543. (3) Reactant: [F:1][C:2]1[CH:7]=[CH:6][C:5]([C:8]2[O:9][C:10]3[CH:20]=[C:19]([N:21]([CH3:26])[S:22]([CH3:25])(=[O:24])=[O:23])[C:18]([C:27]4[CH:28]=[C:29]([C:33]5[N:34]([CH2:42][C:43]([O:45]CC)=[O:44])[C:35]6[C:40]([CH:41]=5)=[CH:39][CH:38]=[CH:37][CH:36]=6)[CH:30]=[CH:31][CH:32]=4)=[CH:17][C:11]=3[C:12]=2[C:13](=[O:16])[NH:14][CH3:15])=[CH:4][CH:3]=1.[Li+].[OH-]. Product: [F:1][C:2]1[CH:7]=[CH:6][C:5]([C:8]2[O:9][C:10]3[CH:20]=[C:19]([N:21]([CH3:26])[S:22]([CH3:25])(=[O:23])=[O:24])[C:18]([C:27]4[CH:28]=[C:29]([C:33]5[N:34]([CH2:42][C:43]([OH:45])=[O:44])[C:35]6[C:40]([CH:41]=5)=[CH:39][CH:38]=[CH:37][CH:36]=6)[CH:30]=[CH:31][CH:32]=4)=[CH:17][C:11]=3[C:12]=2[C:13](=[O:16])[NH:14][CH3:15])=[CH:4][CH:3]=1. The catalyst class is: 5. (4) Reactant: [Br:1][C:2]1[C:9]([CH3:10])=[CH:8][C:5]([C:6]#[N:7])=[CH:4][C:3]=1[CH3:11].OO.C([O-])([O-])=[O:15].[K+].[K+].O. Product: [Br:1][C:2]1[C:3]([CH3:11])=[CH:4][C:5]([C:6]([NH2:7])=[O:15])=[CH:8][C:9]=1[CH3:10]. The catalyst class is: 16. (5) Reactant: C([Mg]Br)(C)C.[OH:6][C@@H:7]1[CH2:12][CH2:11][C@H:10]([NH:13][CH2:14][CH2:15][C:16]2([C:29](OCC)=[O:30])[CH2:21][CH2:20][CH2:19][N:18]([C:22]([O:24][C:25]([CH3:28])([CH3:27])[CH3:26])=[O:23])[CH2:17]2)[CH2:9][CH2:8]1. Product: [OH:6][C@@H:7]1[CH2:12][CH2:11][C@H:10]([N:13]2[CH2:14][CH2:15][C:16]3([CH2:21][CH2:20][CH2:19][N:18]([C:22]([O:24][C:25]([CH3:27])([CH3:26])[CH3:28])=[O:23])[CH2:17]3)[C:29]2=[O:30])[CH2:9][CH2:8]1. The catalyst class is: 6.